This data is from Reaction yield outcomes from USPTO patents with 853,638 reactions. The task is: Predict the reaction yield, written as a fraction of the theoretical maximum amount of product (1.0 means a 100% yield; for example, 0.34 means a 34% yield). (1) The reactants are [F:1][C:2]1[C:3]([CH3:16])=[CH:4][C:5]([NH:8][C:9](=[O:15])[O:10][C:11]([CH3:14])([CH3:13])[CH3:12])=[N:6][CH:7]=1.C([Li])CCC.Br[CH2:23][C:24]1[S:25][CH:26]=[C:27]([CH:29]([CH3:31])[CH3:30])[N:28]=1.O. The catalyst is O1CCCC1. The product is [F:1][C:2]1[C:3]([CH2:16][CH2:23][C:24]2[S:25][CH:26]=[C:27]([CH:29]([CH3:31])[CH3:30])[N:28]=2)=[CH:4][C:5]([NH:8][C:9](=[O:15])[O:10][C:11]([CH3:12])([CH3:13])[CH3:14])=[N:6][CH:7]=1. The yield is 0.330. (2) The reactants are CC([Si](C)(C)[O:6][CH2:7][C@@H:8]1[CH2:17][N:16]2[C@H:11]([CH2:12][O:13][CH2:14][CH2:15]2)[CH2:10][N:9]1[CH2:18][C:19]1[CH:24]=[CH:23][CH:22]=[CH:21][CH:20]=1)(C)C.Cl. The catalyst is CO. The product is [C:19]1([CH2:18][N:9]2[C@H:8]([CH2:7][OH:6])[CH2:17][N:16]3[C@H:11]([CH2:12][O:13][CH2:14][CH2:15]3)[CH2:10]2)[CH:20]=[CH:21][CH:22]=[CH:23][CH:24]=1. The yield is 0.780. (3) No catalyst specified. The yield is 0.630. The product is [C:19]1([CH2:25][CH2:26][CH2:27][CH2:28][O:16][C:13]2[CH:12]=[CH:11][C:10]([C:9]([NH:8][CH2:7][C:6]([OH:5])=[O:18])=[O:17])=[CH:15][CH:14]=2)[CH:24]=[CH:23][CH:22]=[CH:21][CH:20]=1. The reactants are C([O:5][C:6](=[O:18])[CH2:7][NH:8][C:9](=[O:17])[C:10]1[CH:15]=[CH:14][C:13]([OH:16])=[CH:12][CH:11]=1)(C)(C)C.[C:19]1([CH2:25][CH2:26][CH2:27][CH2:28]O)[CH:24]=[CH:23][CH:22]=[CH:21][CH:20]=1. (4) The catalyst is C1COCC1. The reactants are [Li+].[BH4-].[C:3]([O:7][C:8]([N:10]1[CH2:15][CH2:14][C:13]2[N:16]([CH2:29][CH2:30][C:31](OC)=[O:32])[N:17]=[C:18]([C:19]3[CH:24]=[CH:23][C:22]([C:25]([F:28])([F:27])[F:26])=[CH:21][CH:20]=3)[C:12]=2[CH2:11]1)=[O:9])([CH3:6])([CH3:5])[CH3:4]. The yield is 0.950. The product is [C:3]([O:7][C:8]([N:10]1[CH2:15][CH2:14][C:13]2[N:16]([CH2:29][CH2:30][CH2:31][OH:32])[N:17]=[C:18]([C:19]3[CH:24]=[CH:23][C:22]([C:25]([F:28])([F:26])[F:27])=[CH:21][CH:20]=3)[C:12]=2[CH2:11]1)=[O:9])([CH3:6])([CH3:5])[CH3:4].